This data is from Full USPTO retrosynthesis dataset with 1.9M reactions from patents (1976-2016). The task is: Predict the reactants needed to synthesize the given product. (1) The reactants are: CCN=C=NCCCN(C)C.Cl.[NH:13]1[C:21]2[C:16](=[CH:17][CH:18]=[CH:19][CH:20]=2)[CH:15]=[C:14]1[C:22]([OH:24])=O.[NH2:25][C:26]1[CH:31]=[CH:30][C:29]([CH2:32][C:33]([O:35][C:36]([CH3:39])([CH3:38])[CH3:37])=[O:34])=[CH:28][C:27]=1[O:40][CH3:41].C1C=CC2N(O)N=NC=2C=1. Given the product [NH:13]1[C:21]2[C:16](=[CH:17][CH:18]=[CH:19][CH:20]=2)[CH:15]=[C:14]1[C:22]([NH:25][C:26]1[CH:31]=[CH:30][C:29]([CH2:32][C:33]([O:35][C:36]([CH3:37])([CH3:39])[CH3:38])=[O:34])=[CH:28][C:27]=1[O:40][CH3:41])=[O:24], predict the reactants needed to synthesize it. (2) Given the product [CH3:27][O:26][C:22]1[CH:21]=[C:18]([CH:17]=[C:16]([O:15][CH3:14])[C:23]=1[O:24][CH3:25])[CH2:19][N:1]1[C:9]2[C:4](=[CH:5][C:6]([C:10]([O:12][CH3:13])=[O:11])=[CH:7][CH:8]=2)[CH2:3][CH2:2]1, predict the reactants needed to synthesize it. The reactants are: [NH:1]1[C:9]2[C:4](=[CH:5][C:6]([C:10]([O:12][CH3:13])=[O:11])=[CH:7][CH:8]=2)[CH2:3][CH2:2]1.[CH3:14][O:15][C:16]1[CH:17]=[C:18]([CH:21]=[C:22]([O:26][CH3:27])[C:23]=1[O:24][CH3:25])[CH:19]=O.C([Sn](Cl)(Cl)CCCC)CCC.C1([SiH3])C=CC=CC=1.